This data is from Forward reaction prediction with 1.9M reactions from USPTO patents (1976-2016). The task is: Predict the product of the given reaction. Given the reactants [Cl:1][C:2]1[CH:7]=[CH:6][CH:5]=[CH:4][C:3]=1[C:8]1[C:14]2[CH:15]=[C:16]([F:21])[C:17]([O:19][CH3:20])=[CH:18][C:13]=2[NH:12][C:11](=S)[CH2:10][N:9]=1.CO[C:25](OC)([N:27](C)C)[CH3:26].[NH2:32]N, predict the reaction product. The product is: [Cl:1][C:2]1[CH:7]=[CH:6][CH:5]=[CH:4][C:3]=1[C:8]1[C:14]2[CH:15]=[C:16]([F:21])[C:17]([O:19][CH3:20])=[CH:18][C:13]=2[N:12]=[C:11]2[NH:32][NH:27][C:25]([CH3:26])=[C:10]2[N:9]=1.